Dataset: Full USPTO retrosynthesis dataset with 1.9M reactions from patents (1976-2016). Task: Predict the reactants needed to synthesize the given product. (1) Given the product [Cl:14][C:15]1[CH:24]=[C:23]2[C:18]([CH2:19][CH2:20][N:21]([C:11]([C:9]3[CH:10]=[C:5]4[N:4]=[CH:3][C:2]([Cl:1])=[CH:7][N:6]4[N:8]=3)=[O:13])[N:22]2[CH3:25])=[CH:17][CH:16]=1, predict the reactants needed to synthesize it. The reactants are: [Cl:1][C:2]1[CH:3]=[N:4][C:5]2[N:6]([N:8]=[C:9]([C:11]([OH:13])=O)[CH:10]=2)[CH:7]=1.[Cl:14][C:15]1[CH:24]=[C:23]2[C:18]([CH2:19][CH2:20][NH:21][N:22]2[CH3:25])=[CH:17][CH:16]=1. (2) Given the product [CH:1]12[CH2:10][CH:5]3[CH2:6][CH:7]([CH2:9][CH:3]([CH2:4]3)[CH:2]1[N:11]1[C:16]([CH:17]([CH3:19])[CH3:18])=[C:15]([CH2:21][C:22]3[CH:27]=[CH:26][CH:25]=[CH:24][CH:23]=3)[NH:14][C:12]1=[O:13])[CH2:8]2, predict the reactants needed to synthesize it. The reactants are: [CH:1]12[CH2:10][CH:5]3[CH2:6][CH:7]([CH2:9][CH:3]([CH2:4]3)[CH:2]1[NH:11][C:12]([NH:14][CH:15]([CH2:21][C:22]1[CH:27]=[CH:26][CH:25]=[CH:24][CH:23]=1)[C:16](=O)[CH:17]([CH3:19])[CH3:18])=[O:13])[CH2:8]2.Cl.[Na+].[Cl-]. (3) Given the product [NH2:10][CH:11]([CH:12]([OH:29])[CH2:13][CH:14]([S:20]([C:23]1[CH:24]=[CH:25][CH:26]=[CH:27][CH:28]=1)(=[O:22])=[O:21])[CH2:15][CH2:16][CH:17]([CH3:19])[CH3:18])[CH2:30][C:31]1[CH:32]=[CH:33][CH:34]=[CH:35][CH:36]=1, predict the reactants needed to synthesize it. The reactants are: C(OC(=O)[NH:10][CH:11]([CH2:30][C:31]1[CH:36]=[CH:35][CH:34]=[CH:33][CH:32]=1)[CH:12]([OH:29])[CH2:13][CH:14]([S:20]([C:23]1[CH:28]=[CH:27][CH:26]=[CH:25][CH:24]=1)(=[O:22])=[O:21])[CH2:15][CH2:16][CH:17]([CH3:19])[CH3:18])C1C=CC=CC=1.[H][H]. (4) Given the product [O:24]1[CH2:25][CH2:26][CH2:27][CH2:28][CH:23]1[O:22][CH2:21][CH2:20][C:15]1[NH:16][C:17]2[C:13]([CH:14]=1)=[CH:12][C:11]([CH2:9][OH:8])=[CH:19][CH:18]=2, predict the reactants needed to synthesize it. The reactants are: [H-].[Al+3].[Li+].[H-].[H-].[H-].C[O:8][C:9]([C:11]1[CH:12]=[C:13]2[C:17](=[CH:18][CH:19]=1)[NH:16][C:15]([CH2:20][CH2:21][O:22][CH:23]1[CH2:28][CH2:27][CH2:26][CH2:25][O:24]1)=[CH:14]2)=O.O.[Cl-].[NH4+].